Dataset: TCR-epitope binding with 47,182 pairs between 192 epitopes and 23,139 TCRs. Task: Binary Classification. Given a T-cell receptor sequence (or CDR3 region) and an epitope sequence, predict whether binding occurs between them. (1) The epitope is MPASWVMRI. The TCR CDR3 sequence is CASSDGVGYEQYF. Result: 1 (the TCR binds to the epitope). (2) The epitope is VLWAHGFEL. The TCR CDR3 sequence is CASSQGFGGLPNQPQHF. Result: 1 (the TCR binds to the epitope). (3) The epitope is GPGHKARVL. The TCR CDR3 sequence is CASSPSFPPDTQYF. Result: 0 (the TCR does not bind to the epitope). (4) The epitope is FTISVTTEIL. The TCR CDR3 sequence is CDRDVRNSPLHF. Result: 1 (the TCR binds to the epitope). (5) The epitope is IQYIDIGNY. Result: 0 (the TCR does not bind to the epitope). The TCR CDR3 sequence is CASIEDRTPEAFF. (6) The epitope is YFPLQSYGF. The TCR CDR3 sequence is CAWDGGRGGETQYF. Result: 0 (the TCR does not bind to the epitope). (7) The epitope is NLDSKVGGNY. The TCR CDR3 sequence is CASSHSEDLAYEQYF. Result: 0 (the TCR does not bind to the epitope). (8) The epitope is LPAADLDDF. The TCR CDR3 sequence is CASSSGLPTNEKLFF. Result: 0 (the TCR does not bind to the epitope). (9) The epitope is TPQDLNTML. The TCR CDR3 sequence is CASSRGQINQPQHF. Result: 0 (the TCR does not bind to the epitope).